Task: Regression. Given a peptide amino acid sequence and an MHC pseudo amino acid sequence, predict their binding affinity value. This is MHC class I binding data.. Dataset: Peptide-MHC class I binding affinity with 185,985 pairs from IEDB/IMGT (1) The peptide sequence is ITETIPIGM. The MHC is HLA-A02:03 with pseudo-sequence HLA-A02:03. The binding affinity (normalized) is 0.0143. (2) The peptide sequence is SQCQAIHNVV. The MHC is HLA-A68:02 with pseudo-sequence HLA-A68:02. The binding affinity (normalized) is 0.0715. (3) The peptide sequence is WLPWIPQLI. The binding affinity (normalized) is 0.851. The MHC is HLA-A02:50 with pseudo-sequence HLA-A02:50. (4) The peptide sequence is YALINLVQYR. The MHC is HLA-A03:01 with pseudo-sequence HLA-A03:01. The binding affinity (normalized) is 0.135. (5) The peptide sequence is YYNAFHWAI. The MHC is HLA-B07:02 with pseudo-sequence HLA-B07:02. The binding affinity (normalized) is 0.0847. (6) The peptide sequence is CICYGSYSLY. The MHC is HLA-A11:01 with pseudo-sequence HLA-A11:01. The binding affinity (normalized) is 0.461. (7) The peptide sequence is MRDLRQHEV. The MHC is HLA-B51:01 with pseudo-sequence HLA-B51:01. The binding affinity (normalized) is 0.0847. (8) The peptide sequence is LMLHQQYNQ. The MHC is HLA-A24:03 with pseudo-sequence HLA-A24:03. The binding affinity (normalized) is 0.0847. (9) The peptide sequence is IVSSYVCSGL. The MHC is HLA-A02:01 with pseudo-sequence HLA-A02:01. The binding affinity (normalized) is 0.193.